This data is from Catalyst prediction with 721,799 reactions and 888 catalyst types from USPTO. The task is: Predict which catalyst facilitates the given reaction. (1) Reactant: [CH3:1][NH:2][C@H:3]([C:11](O)=[O:12])[CH2:4][C:5]1[CH:10]=[CH:9][CH:8]=[CH:7][CH:6]=1.[H-].[Al+3].[Li+].[H-].[H-].[H-].[OH-].[Na+]. Product: [CH3:1][NH:2][C@@H:3]([CH2:4][C:5]1[CH:10]=[CH:9][CH:8]=[CH:7][CH:6]=1)[CH2:11][OH:12]. The catalyst class is: 1. (2) Reactant: [OH:1][C:2]1[C:11]2[C:6](=[CH:7][CH:8]=[CH:9][CH:10]=2)[N:5]=[C:4]([C:12]([OH:14])=O)[CH:3]=1.FC(F)(F)C(O)=O.[CH2:22]([O:26][C:27]([N:29]1[CH2:34][CH2:33][N:32]([C:35](=[O:48])[C@@H:36]([NH2:47])[CH2:37][CH2:38][O:39][CH2:40][C:41]2[CH:46]=[CH:45][CH:44]=[CH:43][CH:42]=2)[CH2:31][CH2:30]1)=[O:28])[CH2:23][CH2:24][CH3:25].C1C=CC2N(O)N=NC=2C=1.C(Cl)CCl. Product: [CH2:22]([O:26][C:27]([N:29]1[CH2:30][CH2:31][N:32]([C:35](=[O:48])[C@@H:36]([NH:47][C:12]([C:4]2[CH:3]=[C:2]([OH:1])[C:11]3[C:6](=[CH:7][CH:8]=[CH:9][CH:10]=3)[N:5]=2)=[O:14])[CH2:37][CH2:38][O:39][CH2:40][C:41]2[CH:42]=[CH:43][CH:44]=[CH:45][CH:46]=2)[CH2:33][CH2:34]1)=[O:28])[CH2:23][CH2:24][CH3:25]. The catalyst class is: 18. (3) Reactant: [N:1]12[CH2:8][CH2:7][CH:4]([CH2:5][CH2:6]1)[CH:3]([C:9]([Cl:11])=[O:10])[CH2:2]2.C(N(CC)C(C)C)(C)C.[N:21]1[C:30]2[C:25](=[CH:26][C:27]([NH2:31])=[CH:28][CH:29]=2)[N:24]=[CH:23][CH:22]=1. Product: [ClH:11].[N:21]1[C:30]2[C:25](=[CH:26][C:27]([NH:31][C:9]([CH:3]3[CH:4]4[CH2:7][CH2:8][N:1]([CH2:6][CH2:5]4)[CH2:2]3)=[O:10])=[CH:28][CH:29]=2)[N:24]=[CH:23][CH:22]=1. The catalyst class is: 142.